The task is: Predict the product of the given reaction.. This data is from Forward reaction prediction with 1.9M reactions from USPTO patents (1976-2016). (1) Given the reactants [F:1][C:2]1[CH:7]=[CH:6][C:5]([C:8]2[N:9]=[C:10]3[N:14]([C:15]=2[C:16]2[CH:21]=[CH:20][N:19]=[C:18](F)[CH:17]=2)[CH2:13][CH2:12][S:11]3)=[CH:4][CH:3]=1.[CH3:23][CH:24]([CH3:28])[C@@H:25]([NH2:27])[CH3:26], predict the reaction product. The product is: [CH3:26][C@H:25]([NH:27][C:18]1[CH:17]=[C:16]([C:15]2[N:14]3[C:10]([S:11][CH2:12][CH2:13]3)=[N:9][C:8]=2[C:5]2[CH:6]=[CH:7][C:2]([F:1])=[CH:3][CH:4]=2)[CH:21]=[CH:20][N:19]=1)[CH:24]([CH3:28])[CH3:23]. (2) Given the reactants [CH3:1][C:2]1[CH:3]=[CH:4][C:5]([S:9][C:10]2[CH:15]=[CH:14][CH:13]=[CH:12][N:11]=2)=[C:6]([NH2:8])[CH:7]=1.Cl[C:17]1[CH:26]=[CH:25][N:24]=[C:23]2[C:18]=1[CH:19]=[CH:20][C:21]([CH3:27])=[N:22]2, predict the reaction product. The product is: [CH3:27][C:21]1[N:22]=[C:23]2[C:18]([C:17]([NH:8][C:6]3[CH:7]=[C:2]([CH3:1])[CH:3]=[CH:4][C:5]=3[S:9][C:10]3[CH:15]=[CH:14][CH:13]=[CH:12][N:11]=3)=[CH:26][CH:25]=[N:24]2)=[CH:19][CH:20]=1.